From a dataset of Forward reaction prediction with 1.9M reactions from USPTO patents (1976-2016). Predict the product of the given reaction. (1) Given the reactants [CH3:1][O:2][C:3]1[C:8]2[N:9]=[C:10]([C:12]([F:15])([F:14])[F:13])[S:11][C:7]=2[CH:6]=[CH:5][CH:4]=1.[Br:16]Br, predict the reaction product. The product is: [Br:16][C:6]1[C:7]2[S:11][C:10]([C:12]([F:15])([F:13])[F:14])=[N:9][C:8]=2[C:3]([O:2][CH3:1])=[CH:4][CH:5]=1. (2) Given the reactants [CH3:1][C:2]1[C:6]([CH:7]=O)=[CH:5][N:4]([C:9]2[CH:14]=[CH:13][N:12]=[C:11]3[N:15]([CH:18]([O:20][CH2:21][CH2:22][Si:23]([CH3:26])([CH3:25])[CH3:24])C)[CH:16]=[CH:17][C:10]=23)[N:3]=1.C(Cl)Cl.C(O)(=O)C.C(O[BH-](OC(=O)C)OC(=O)C)(=O)C.[Na+].[NH2:48][C:49]1[CH:54]=[CH:53][CH:52]=[CH:51][CH:50]=1, predict the reaction product. The product is: [CH3:1][C:2]1[C:6]([CH2:7][NH:48][C:49]2[CH:54]=[CH:53][CH:52]=[CH:51][CH:50]=2)=[CH:5][N:4]([C:9]2[CH:14]=[CH:13][N:12]=[C:11]3[N:15]([CH2:18][O:20][CH2:21][CH2:22][Si:23]([CH3:26])([CH3:25])[CH3:24])[CH:16]=[CH:17][C:10]=23)[N:3]=1. (3) Given the reactants [Br:1][C:2]1[CH:3]=[C:4]2[C:9](=[CH:10][CH:11]=1)[O:8][CH:7]=[C:6]([CH:12]=O)[C:5]2=[O:14].[CH2:15]([O:17][C:18]([C:20]#[C:21][C:22]([O:24][CH2:25][CH3:26])=[O:23])=[O:19])[CH3:16].C1(P(C2C=CC=CC=2)C2C=CC=CC=2)C=CC=CC=1.[NH2:46][CH2:47][CH2:48][C:49]1[C:57]2[C:52](=[CH:53][CH:54]=[CH:55][CH:56]=2)[NH:51][CH:50]=1, predict the reaction product. The product is: [CH2:25]([O:24][C:22]([C:21]1[C:20]2([C:18]([O:17][CH2:15][CH3:16])=[O:19])[N:46]([CH2:47][CH2:48][C:49]3[C:57]4[C:52](=[CH:53][CH:54]=[CH:55][CH:56]=4)[NH:51][C:50]=32)[CH:7]=[C:6]([C:5](=[O:14])[C:4]2[CH:3]=[C:2]([Br:1])[CH:11]=[CH:10][C:9]=2[OH:8])[CH:12]=1)=[O:23])[CH3:26]. (4) Given the reactants [CH2:1]([O:8][C:9]1[CH:15]=[C:14]([O:16][C:17]2[CH:22]=[CH:21][C:20]([S:23]([CH3:26])(=[O:25])=[O:24])=[CH:19][CH:18]=2)[CH:13]=[CH:12][C:10]=1[NH2:11])[C:2]1[CH:7]=[CH:6][CH:5]=[CH:4][CH:3]=1.Cl.[N:28]([O-])=O.[Na+].[CH3:32][CH:33](C(=O)C)[C:34]([O:36][CH2:37][CH3:38])=[O:35].[OH-].[K+], predict the reaction product. The product is: [CH2:1]([O:8][C:9]1[CH:15]=[C:14]([O:16][C:17]2[CH:22]=[CH:21][C:20]([S:23]([CH3:26])(=[O:25])=[O:24])=[CH:19][CH:18]=2)[CH:13]=[CH:12][C:10]=1[NH:11]/[N:28]=[C:33](\[CH3:32])/[C:34]([O:36][CH2:37][CH3:38])=[O:35])[C:2]1[CH:3]=[CH:4][CH:5]=[CH:6][CH:7]=1. (5) Given the reactants [N+:1]([C:4]1[NH:8][C:7]([C:9]([NH:11][CH:12]([C:14]2[N:19]=[N:18][C:17]([NH:20][C:21]3[CH:26]=[C:25]([O:27][CH3:28])[C:24]([O:29][CH3:30])=[C:23]([O:31][CH3:32])[CH:22]=3)=[N:16][CH:15]=2)[CH3:13])=O)=[CH:6][CH:5]=1)([O-:3])=[O:2].N1C=NC=N1.P(Cl)(Cl)(Cl)=O, predict the reaction product. The product is: [CH3:13][C:12]1[N:11]=[C:9]([C:7]2[NH:8][C:4]([N+:1]([O-:3])=[O:2])=[CH:5][CH:6]=2)[N:19]2[C:14]=1[CH:15]=[N:16][C:17]([NH:20][C:21]1[CH:26]=[C:25]([O:27][CH3:28])[C:24]([O:29][CH3:30])=[C:23]([O:31][CH3:32])[CH:22]=1)=[N:18]2. (6) Given the reactants Br.[Br:2][C:3]1[CH:4]=[C:5]2[C:9](=[CH:10][CH:11]=1)[CH2:8][CH:7]([NH2:12])[CH2:6]2.C(OC(C)C)(=O)C.[OH-].[Na+].[Cl-].[Na+], predict the reaction product. The product is: [Br:2][C:3]1[CH:4]=[C:5]2[C:9](=[CH:10][CH:11]=1)[CH2:8][CH:7]([NH2:12])[CH2:6]2. (7) Given the reactants [CH3:1][O:2][C:3]1[CH:8]=[CH:7][CH:6]=[CH:5][C:4]=1O.CC1C=CC(S([O:20][CH2:21][CH2:22][CH2:23][NH:24][C:25]2[C:26](=[O:42])[N:27]([C:38]([CH3:41])([CH3:40])[CH3:39])[S:28](=[O:37])(=[O:36])[C:29]=2[C:30]2[CH:35]=[CH:34][CH:33]=[CH:32][CH:31]=2)(=O)=O)=CC=1, predict the reaction product. The product is: [C:38]([N:27]1[C:26](=[O:42])[C:25]([NH:24][CH2:23][CH2:22][CH2:21][O:20][C:4]2[CH:5]=[CH:6][CH:7]=[CH:8][C:3]=2[O:2][CH3:1])=[C:29]([C:30]2[CH:31]=[CH:32][CH:33]=[CH:34][CH:35]=2)[S:28]1(=[O:37])=[O:36])([CH3:40])([CH3:39])[CH3:41]. (8) Given the reactants [CH2:1]([O:3][C:4]([C:6]1[CH:7]=[N:8][N:9]([C:11]2[NH:20][C:19](=[O:21])[C:18]3[C:13](=[CH:14][C:15]([I:22])=[CH:16][CH:17]=3)[N:12]=2)[CH:10]=1)=[O:5])[CH3:2].CCN(C(C)C)C(C)C.Cl[CH2:33][O:34][CH2:35][CH2:36][O:37][CH3:38], predict the reaction product. The product is: [CH2:1]([O:3][C:4]([C:6]1[CH:7]=[N:8][N:9]([C:11]2[N:20]([CH2:33][O:34][CH2:35][CH2:36][O:37][CH3:38])[C:19](=[O:21])[C:18]3[C:13](=[CH:14][C:15]([I:22])=[CH:16][CH:17]=3)[N:12]=2)[CH:10]=1)=[O:5])[CH3:2]. (9) Given the reactants [CH3:1][O:2][C:3]([C:5]1[C:6]([OH:24])=[C:7]2[C:12](=[CH:13][N:14]=1)[N:11]([CH2:15][C:16]1[CH:21]=[CH:20][CH:19]=[CH:18][CH:17]=1)[C:10](=[O:22])[C:9](Br)=[CH:8]2)=[O:4].C([Sn](CCCC)(CCCC)[C:30]1[CH:35]=[C:34]([F:36])[CH:33]=[CH:32][C:31]=1[O:37][CH3:38])CCC.CCOC(C)=O.Cl, predict the reaction product. The product is: [CH3:1][O:2][C:3]([C:5]1[C:6]([OH:24])=[C:7]2[C:12](=[CH:13][N:14]=1)[N:11]([CH2:15][C:16]1[CH:21]=[CH:20][CH:19]=[CH:18][CH:17]=1)[C:10](=[O:22])[C:9]([C:30]1[CH:35]=[C:34]([F:36])[CH:33]=[CH:32][C:31]=1[O:37][CH3:38])=[CH:8]2)=[O:4].